Dataset: Full USPTO retrosynthesis dataset with 1.9M reactions from patents (1976-2016). Task: Predict the reactants needed to synthesize the given product. (1) Given the product [NH:8]1[CH:12]=[C:11]([CH2:13][CH2:14][NH:15][C:16](=[O:36])[CH2:17][CH:18]2[CH2:23][CH2:22][N:21]([C:24]([O:26][CH2:27][C:28]3[CH:33]=[C:32]([Cl:34])[CH:31]=[C:30]([Cl:35])[CH:29]=3)=[O:25])[CH2:20][CH2:19]2)[N:10]=[N:9]1, predict the reactants needed to synthesize it. The reactants are: C([N:8]1[CH:12]=[C:11]([CH2:13][CH2:14][NH:15][C:16](=[O:36])[CH2:17][CH:18]2[CH2:23][CH2:22][N:21]([C:24]([O:26][CH2:27][C:28]3[CH:33]=[C:32]([Cl:34])[CH:31]=[C:30]([Cl:35])[CH:29]=3)=[O:25])[CH2:20][CH2:19]2)[N:10]=[N:9]1)C1C=CC=CC=1.[H][H]. (2) Given the product [C:1]([NH:21][CH2:22][CH2:23][CH2:24][CH2:25][CH2:26][NH2:27])([O:3][C:4]([CH3:5])([CH3:6])[CH3:7])=[O:8], predict the reactants needed to synthesize it. The reactants are: [C:1]([O:8]N=C(C1C=CC=CC=1)C#N)([O:3][C:4]([CH3:7])([CH3:6])[CH3:5])=O.Cl.Cl.[NH2:21][CH2:22][CH2:23][CH2:24][CH2:25][CH2:26][NH2:27].O.C(Cl)Cl. (3) The reactants are: [Cl:1][C:2]1[CH:24]=[CH:23][C:22](B2OC(C)(C)C(C)(C)O2)=[CH:21][C:3]=1[C:4]([NH:6][C:7]1[N:11]([C:12]2[CH:17]=[CH:16][CH:15]=[CH:14][CH:13]=2)[N:10]=[C:9]([C:18]([NH2:20])=[O:19])[CH:8]=1)=[O:5].Cl[C:35]1[N:40]=[C:39]([NH2:41])[CH:38]=[CH:37][C:36]=1[F:42].C(=O)([O-])[O-].[K+].[K+]. Given the product [NH2:41][C:39]1[N:40]=[C:35]([C:22]2[CH:23]=[CH:24][C:2]([Cl:1])=[C:3]([CH:21]=2)[C:4]([NH:6][C:7]2[N:11]([C:12]3[CH:17]=[CH:16][CH:15]=[CH:14][CH:13]=3)[N:10]=[C:9]([C:18]([NH2:20])=[O:19])[CH:8]=2)=[O:5])[C:36]([F:42])=[CH:37][CH:38]=1, predict the reactants needed to synthesize it. (4) Given the product [F:22][C:23]1[CH:24]=[C:25]([C@H:30]([OH:36])[CH2:31][CH2:32][N+:33]([O-:35])=[O:34])[CH:26]=[CH:27][C:28]=1[F:29], predict the reactants needed to synthesize it. The reactants are: B1(C)OC(C2C=CC=CC=2)(C2C=CC=CC=2)[C@@H]2N1CCC2.[F:22][C:23]1[CH:24]=[C:25]([C:30](=[O:36])[CH2:31][CH2:32][N+:33]([O-:35])=[O:34])[CH:26]=[CH:27][C:28]=1[F:29].CO.Cl. (5) Given the product [C:1]([O:5][C:6]([N:8]1[CH2:12][CH:11]([C:13]#[N:14])[CH2:10][CH:9]1[C:15]1[NH:16][C:17]([C:20]2[CH:25]=[CH:24][C:23]([C:49]3[CH:48]=[CH:47][C:46]4[C:51](=[CH:52][CH:53]=[C:44]([C:41]5[NH:40][C:39]([CH:35]6[CH2:36][CH2:37][CH2:38][N:34]6[C:32]([O:31][C:27]([CH3:30])([CH3:29])[CH3:28])=[O:33])=[N:43][CH:42]=5)[CH:45]=4)[CH:50]=3)=[CH:22][CH:21]=2)=[CH:18][N:19]=1)=[O:7])([CH3:4])([CH3:3])[CH3:2], predict the reactants needed to synthesize it. The reactants are: [C:1]([O:5][C:6]([N:8]1[CH2:12][CH:11]([C:13]#[N:14])[CH2:10][CH:9]1[C:15]1[NH:16][C:17]([C:20]2[CH:25]=[CH:24][C:23](Br)=[CH:22][CH:21]=2)=[CH:18][N:19]=1)=[O:7])([CH3:4])([CH3:3])[CH3:2].[C:27]([O:31][C:32]([N:34]1[CH2:38][CH2:37][CH2:36][CH:35]1[C:39]1[NH:40][C:41]([C:44]2[CH:53]=[CH:52][C:51]3[C:46](=[CH:47][CH:48]=[C:49](B4OC(C)(C)C(C)(C)O4)[CH:50]=3)[CH:45]=2)=[CH:42][N:43]=1)=[O:33])([CH3:30])([CH3:29])[CH3:28].C([O-])(=O)C.[K+]. (6) Given the product [C:9]([C:11]1([CH2:17][C:18]([OH:20])=[O:19])[CH2:16][CH2:15][CH2:14][CH2:13][CH2:12]1)#[N:10], predict the reactants needed to synthesize it. The reactants are: C1(OC)C=CC=CC=1.[C:9]([C:11]1([CH2:17][C:18]([O:20]C(C)(C)C)=[O:19])[CH2:16][CH2:15][CH2:14][CH2:13][CH2:12]1)#[N:10]. (7) The reactants are: [Cl:1][C:2]1[CH:7]=[CH:6][CH:5]=[CH:4][C:3]=1[C:8]1[C:21](=[O:22])[N:20]([CH3:23])[C:11]2[N:12]=[C:13](S(C)(=O)=O)[N:14]=[CH:15][C:10]=2[CH:9]=1.[CH2:24]([N:31]1[CH2:36][CH:35]2[CH:33]([CH:34]2[NH2:37])[CH2:32]1)[C:25]1[CH:30]=[CH:29][CH:28]=[CH:27][CH:26]=1. Given the product [CH2:24]([N:31]1[CH2:36][CH:35]2[CH:33]([CH:34]2[NH:37][C:13]2[N:14]=[CH:15][C:10]3[CH:9]=[C:8]([C:3]4[CH:4]=[CH:5][CH:6]=[CH:7][C:2]=4[Cl:1])[C:21](=[O:22])[N:20]([CH3:23])[C:11]=3[N:12]=2)[CH2:32]1)[C:25]1[CH:26]=[CH:27][CH:28]=[CH:29][CH:30]=1, predict the reactants needed to synthesize it. (8) Given the product [CH3:1][O:2][C@H:3]([CH3:7])[C:4]([N:45]1[CH2:46][CH:41]([C:38]2[CH:39]=[CH:40][C:35]([O:34][C:33]([F:57])([F:32])[F:56])=[CH:36][CH:37]=2)[CH2:42][CH:43]([NH:47][C:48]([C:49]2[CH:50]=[CH:51][CH:52]=[CH:53][CH:54]=2)=[O:55])[CH2:44]1)=[O:6], predict the reactants needed to synthesize it. The reactants are: [CH3:1][O:2][C@H:3]([CH3:7])[C:4]([OH:6])=O.CN(C(ON1N=NC2C=CC=NC1=2)=[N+](C)C)C.F[P-](F)(F)(F)(F)F.[F:32][C:33]([F:57])([F:56])[O:34][C:35]1[CH:40]=[CH:39][C:38]([CH:41]2[CH2:46][NH:45][CH2:44][CH:43]([NH:47][C:48](=[O:55])[C:49]3[CH:54]=[CH:53][CH:52]=[CH:51][CH:50]=3)[CH2:42]2)=[CH:37][CH:36]=1. (9) The reactants are: CS(C)=O.Cl[C:6]1[N:7]([CH2:28][CH:29]2[CH2:31][CH2:30]2)[C:8]2[C:13]([N:14]=1)=[C:12]([N:15]1[CH2:20][CH2:19][O:18][CH2:17][CH2:16]1)[N:11]=[C:10]([C:21]1[CH:22]=[N:23][C:24]([NH2:27])=[N:25][CH:26]=1)[N:9]=2.[CH3:32][C@H:33]1[CH2:38][NH:37][CH2:36][CH2:35][NH:34]1. Given the product [CH:29]1([CH2:28][N:7]2[C:6]([N:37]3[CH2:36][CH2:35][NH:34][C@@H:33]([CH3:32])[CH2:38]3)=[N:14][C:13]3[C:8]2=[N:9][C:10]([C:21]2[CH:22]=[N:23][C:24]([NH2:27])=[N:25][CH:26]=2)=[N:11][C:12]=3[N:15]2[CH2:20][CH2:19][O:18][CH2:17][CH2:16]2)[CH2:31][CH2:30]1, predict the reactants needed to synthesize it.